Dataset: Forward reaction prediction with 1.9M reactions from USPTO patents (1976-2016). Task: Predict the product of the given reaction. Given the reactants Br[CH2:2][C:3]1[N:4]([CH3:28])[C:5]2[C:10]([N:11]=1)=[C:9]([N:12]1[CH2:17][CH2:16][O:15][CH2:14][CH2:13]1)[N:8]=[C:7]([N:18]1[C:22]3[CH:23]=[CH:24][CH:25]=[CH:26][C:21]=3[N:20]=[C:19]1[CH3:27])[N:6]=2.[F:29][C:30]([F:37])([F:36])[CH:31]1[CH2:35][CH2:34][NH:33][CH2:32]1, predict the reaction product. The product is: [CH3:28][N:4]1[C:3]([CH2:2][N:33]2[CH2:34][CH2:35][CH:31]([C:30]([F:37])([F:36])[F:29])[CH2:32]2)=[N:11][C:10]2[C:5]1=[N:6][C:7]([N:18]1[C:22]3[CH:23]=[CH:24][CH:25]=[CH:26][C:21]=3[N:20]=[C:19]1[CH3:27])=[N:8][C:9]=2[N:12]1[CH2:17][CH2:16][O:15][CH2:14][CH2:13]1.